From a dataset of Reaction yield outcomes from USPTO patents with 853,638 reactions. Predict the reaction yield, written as a fraction of the theoretical maximum amount of product (1.0 means a 100% yield; for example, 0.34 means a 34% yield). The reactants are [I:1][C:2]1[C:6]([C:7]([O:9][CH2:10][CH3:11])=[O:8])=[CH:5][NH:4][N:3]=1.[O:12]1[CH:17]=[CH:16][CH2:15][CH2:14][CH2:13]1.CC1C=CC(S(O)(=O)=O)=CC=1. The catalyst is C1COCC1. The product is [I:1][C:2]1[C:6]([C:7]([O:9][CH2:10][CH3:11])=[O:8])=[CH:5][N:4]([CH:13]2[CH2:14][CH2:15][CH2:16][CH2:17][O:12]2)[N:3]=1. The yield is 0.910.